Dataset: Catalyst prediction with 721,799 reactions and 888 catalyst types from USPTO. Task: Predict which catalyst facilitates the given reaction. (1) Product: [CH3:10][C:9]1[O:8][C:7]([C:11]2[CH:16]=[CH:15][CH:14]=[CH:13][CH:12]=2)=[N:6][C:5]=1[CH2:4][CH2:3][CH2:2][C:20]#[C:21][Si:29]([CH3:31])([CH3:30])[CH3:28]. Reactant: Br[CH2:2][CH2:3][CH2:4][C:5]1[N:6]=[C:7]([C:11]2[CH:16]=[CH:15][CH:14]=[CH:13][CH:12]=2)[O:8][C:9]=1[CH3:10].CN1C(=O)N(C)[CH2:21][CH2:20]C1.[C-]#[C-].[CH3:28][Si:29]([Li])([CH3:31])[CH3:30]. The catalyst class is: 1. (2) Reactant: Cl.Cl.[N+:3]([C:6]1[CH:12]=[C:11]([C:13]2[CH:14]=[CH:15][C:16]3[O:22][CH2:21][CH2:20][NH:19][CH2:18][C:17]=3[CH:23]=2)[CH:10]=[CH:9][C:7]=1[NH2:8])([O-:5])=[O:4].Cl[C:25]1[C:34]2[C:29](=[CH:30][CH:31]=[CH:32][CH:33]=2)[N:28]=[C:27]([CH3:35])[N:26]=1.C(N(C(C)C)CC)(C)C.O. Product: [CH3:35][C:27]1[N:26]=[C:25]([N:19]2[CH2:18][C:17]3[CH:23]=[C:13]([C:11]4[CH:10]=[CH:9][C:7]([NH2:8])=[C:6]([N+:3]([O-:5])=[O:4])[CH:12]=4)[CH:14]=[CH:15][C:16]=3[O:22][CH2:21][CH2:20]2)[C:34]2[C:29](=[CH:30][CH:31]=[CH:32][CH:33]=2)[N:28]=1. The catalyst class is: 37. (3) Reactant: [OH:1][CH:2]([CH:12]1[CH2:17][CH2:16][N:15](CC2C=CC=CC=2)[CH2:14][CH2:13]1)[CH2:3][NH:4][C:5](=[O:11])[O:6][C:7]([CH3:10])([CH3:9])[CH3:8]. Product: [OH:1][CH:2]([CH:12]1[CH2:13][CH2:14][NH:15][CH2:16][CH2:17]1)[CH2:3][NH:4][C:5](=[O:11])[O:6][C:7]([CH3:10])([CH3:9])[CH3:8]. The catalyst class is: 320. (4) Reactant: [CH3:1][S:2][C:3]1[N:10]=[C:9]([CH2:11][O:12][Si:13]([CH:20]([CH3:22])[CH3:21])([CH:17]([CH3:19])[CH3:18])[CH:14]([CH3:16])[CH3:15])[CH:8]=[CH:7][C:4]=1[C:5]#[N:6].ClC1C=C(C=CC=1)C(O)=[O:28].C(=O)([O-])[O-].[K+].[K+].[OH2:39]. Product: [CH3:1][S:2]([C:3]1[N:10]=[C:9]([CH2:11][O:12][Si:13]([CH:17]([CH3:19])[CH3:18])([CH:14]([CH3:16])[CH3:15])[CH:20]([CH3:22])[CH3:21])[CH:8]=[CH:7][C:4]=1[C:5]#[N:6])(=[O:28])=[O:39]. The catalyst class is: 8. (5) Reactant: [Cl:1][C:2]1[N:7]=[C:6]([N:8]([CH:18]2[CH2:22][CH2:21][CH2:20][CH2:19]2)[CH2:9][C:10]([F:17])([F:16])[C:11](OCC)=[O:12])[C:5]([N+:23]([O-])=O)=[CH:4][N:3]=1.Cl.CCOC(C)=O.CCOCC. Product: [Cl:1][C:2]1[N:3]=[CH:4][C:5]2[NH:23][C:11](=[O:12])[C:10]([F:17])([F:16])[CH2:9][N:8]([CH:18]3[CH2:22][CH2:21][CH2:20][CH2:19]3)[C:6]=2[N:7]=1. The catalyst class is: 409.